From a dataset of Forward reaction prediction with 1.9M reactions from USPTO patents (1976-2016). Predict the product of the given reaction. (1) Given the reactants C(OC(=O)[NH:7][C:8]1[C:13]([F:14])=[CH:12][CH:11]=[C:10]([NH:15][S:16]([CH:19]([CH3:21])[CH3:20])(=[O:18])=[O:17])[C:9]=1[F:22])(C)(C)C.Cl, predict the reaction product. The product is: [NH2:7][C:8]1[C:9]([F:22])=[C:10]([NH:15][S:16]([CH:19]([CH3:20])[CH3:21])(=[O:18])=[O:17])[CH:11]=[CH:12][C:13]=1[F:14]. (2) Given the reactants [F:1][C:2]1[C:11]([OH:12])=[C:10]2[C:5]([CH:6]=[CH:7][CH:8]=[N:9]2)=[CH:4][CH:3]=1.[I:13]N1C(=O)CCC1=O, predict the reaction product. The product is: [F:1][C:2]1[C:11]([OH:12])=[C:10]2[C:5]([CH:6]=[CH:7][CH:8]=[N:9]2)=[C:4]([I:13])[CH:3]=1. (3) Given the reactants [CH:1]([C:4]1[CH:9]=[CH:8][C:7]([C:10]2[N:11]=[C:12]([NH2:15])[S:13][CH:14]=2)=[CH:6][CH:5]=1)([CH3:3])[CH3:2].[CH:16]1([C:22](Cl)=[O:23])[CH2:21][CH2:20][CH2:19][CH2:18][CH2:17]1.N1C=CC=CC=1, predict the reaction product. The product is: [CH:1]([C:4]1[CH:5]=[CH:6][C:7]([C:10]2[N:11]=[C:12]([NH:15][C:22]([CH:16]3[CH2:21][CH2:20][CH2:19][CH2:18][CH2:17]3)=[O:23])[S:13][CH:14]=2)=[CH:8][CH:9]=1)([CH3:3])[CH3:2]. (4) Given the reactants [F:1][C:2]([F:13])([F:12])[C:3]1[CH:8]=[CH:7][C:6](B(O)O)=[CH:5][CH:4]=1.[NH2:14][C:15]1[CH:24]=[CH:23][C:22](Br)=[CH:21][C:16]=1[C:17]([O:19][CH3:20])=[O:18].C(=O)([O-])[O-].[Na+].[Na+], predict the reaction product. The product is: [NH2:14][C:15]1[CH:24]=[CH:23][C:22]([C:6]2[CH:7]=[CH:8][C:3]([C:2]([F:13])([F:12])[F:1])=[CH:4][CH:5]=2)=[CH:21][C:16]=1[C:17]([O:19][CH3:20])=[O:18]. (5) Given the reactants [F:1][C:2]1[CH:3]=[C:4]([CH:6]=[CH:7][C:8]=1[F:9])[NH2:5].C([O-])(O)=O.[Na+].Cl[C:16]([O:18][CH3:19])=[O:17], predict the reaction product. The product is: [CH3:19][O:18][C:16](=[O:17])[NH:5][C:4]1[CH:6]=[CH:7][C:8]([F:9])=[C:2]([F:1])[CH:3]=1. (6) Given the reactants C[O:2][C:3]([C:5]1[CH:10]=[N:9][C:8]([Br:11])=[C:7]([C:12]2[CH:17]=[CH:16][C:15]([F:18])=[CH:14][CH:13]=2)[N:6]=1)=[O:4].[OH-].[Li+], predict the reaction product. The product is: [Br:11][C:8]1[N:9]=[CH:10][C:5]([C:3]([OH:4])=[O:2])=[N:6][C:7]=1[C:12]1[CH:13]=[CH:14][C:15]([F:18])=[CH:16][CH:17]=1. (7) Given the reactants [CH:1]([NH:4][C:5]1[N:10]=[C:9]([C:11]2[C:19]3[C:14](=[N:15][CH:16]=[C:17]([NH:20][C:21]4[CH:26]=[CH:25][CH:24]=[CH:23][CH:22]=4)[CH:18]=3)[N:13](S(C3C=CC(C)=CC=3)(=O)=O)[CH:12]=2)[C:8]([C:37]#[N:38])=[CH:7][N:6]=1)([CH3:3])[CH3:2].O.[Li+].[OH-], predict the reaction product. The product is: [CH:1]([NH:4][C:5]1[N:10]=[C:9]([C:11]2[C:19]3[C:14](=[N:15][CH:16]=[C:17]([NH:20][C:21]4[CH:26]=[CH:25][CH:24]=[CH:23][CH:22]=4)[CH:18]=3)[NH:13][CH:12]=2)[C:8]([C:37]#[N:38])=[CH:7][N:6]=1)([CH3:3])[CH3:2]. (8) Given the reactants [Br:1][C:2]1[C:3]([OH:16])=[CH:4][C:5]2[C:6]([CH3:15])([CH3:14])[CH2:7][CH2:8][C:9]([CH3:13])([CH3:12])[C:10]=2[CH:11]=1.[C:17]([O:20][CH2:21][CH2:22][CH2:23][CH2:24][CH2:25]Br)(=[O:19])[CH3:18].C(=O)([O-])[O-].[K+].[K+].O, predict the reaction product. The product is: [C:17]([O:20][CH2:21][CH2:22][CH2:23][CH2:24][CH2:25][O:16][C:3]1[C:2]([Br:1])=[CH:11][C:10]2[C:9]([CH3:12])([CH3:13])[CH2:8][CH2:7][C:6]([CH3:15])([CH3:14])[C:5]=2[CH:4]=1)(=[O:19])[CH3:18]. (9) The product is: [OH:8][C:9]1[C:10]([O:27][CH3:28])=[CH:11][C:12]([C:21]2[N:25]=[C:24]([CH3:26])[O:23][N:22]=2)=[C:13]([S:15]([N:18]([CH3:20])[CH3:19])(=[O:16])=[O:17])[CH:14]=1. Given the reactants C([O:8][C:9]1[C:10]([O:27][CH3:28])=[CH:11][C:12]([C:21]2[N:25]=[C:24]([CH3:26])[O:23][N:22]=2)=[C:13]([S:15]([N:18]([CH3:20])[CH3:19])(=[O:17])=[O:16])[CH:14]=1)C1C=CC=CC=1.Cl, predict the reaction product.